From a dataset of Full USPTO retrosynthesis dataset with 1.9M reactions from patents (1976-2016). Predict the reactants needed to synthesize the given product. Given the product [C:17]([N:4]1[CH2:3][CH:2]([CH3:1])[CH2:7][N:6]=[C:5]1[C:8]1[CH:13]=[CH:12][C:11]([N+:14]([O-:16])=[O:15])=[CH:10][CH:9]=1)([O:19][C:20]([CH3:23])([CH3:22])[CH3:21])=[O:18], predict the reactants needed to synthesize it. The reactants are: [CH3:1][CH:2]1[CH2:7][NH:6][C:5]([C:8]2[CH:13]=[CH:12][C:11]([N+:14]([O-:16])=[O:15])=[CH:10][CH:9]=2)=[N:4][CH2:3]1.[C:17](O[C:17]([O:19][C:20]([CH3:23])([CH3:22])[CH3:21])=[O:18])([O:19][C:20]([CH3:23])([CH3:22])[CH3:21])=[O:18].